From a dataset of Forward reaction prediction with 1.9M reactions from USPTO patents (1976-2016). Predict the product of the given reaction. (1) Given the reactants [Cl:1][C:2]1[CH:7]=[CH:6][C:5]([C:8]2[C:9]([C:20]3[CH:25]=[CH:24][C:23]([OH:26])=[CH:22][CH:21]=3)=[C:10]([CH2:13][CH2:14][C:15]([O:17]CC)=[O:16])[S:11][CH:12]=2)=[C:4]([O:27][CH3:28])[CH:3]=1.[OH-].[Na+], predict the reaction product. The product is: [Cl:1][C:2]1[CH:7]=[CH:6][C:5]([C:8]2[C:9]([C:20]3[CH:25]=[CH:24][C:23]([OH:26])=[CH:22][CH:21]=3)=[C:10]([CH2:13][CH2:14][C:15]([OH:17])=[O:16])[S:11][CH:12]=2)=[C:4]([O:27][CH3:28])[CH:3]=1. (2) The product is: [F:20][C:17]1[CH:16]=[CH:15][C:14]([CH2:13][N:10]([O:11][CH3:12])[C:8](=[O:9])[CH:7]=[C:5]([OH:6])[C:4]([NH:29][S:26]([CH:23]2[CH2:25][CH2:24]2)(=[O:28])=[O:27])=[O:21])=[CH:19][CH:18]=1. Given the reactants CC1(C)[O:6][C:5](=[CH:7][C:8]([N:10]([CH2:13][C:14]2[CH:19]=[CH:18][C:17]([F:20])=[CH:16][CH:15]=2)[O:11][CH3:12])=[O:9])[C:4](=[O:21])O1.[CH:23]1([S:26]([NH2:29])(=[O:28])=[O:27])[CH2:25][CH2:24]1, predict the reaction product. (3) Given the reactants [F:1][C:2]([F:6])([F:5])[CH2:3][OH:4].N1C=CC=CC=1.C(Cl)Cl.[O:16](S(C(F)(F)F)(=O)=O)[S:17]([C:20]([F:23])([F:22])[F:21])(=O)=[O:18], predict the reaction product. The product is: [F:1][C:2]([F:6])([F:5])[CH2:3][O:4][S:17]([C:20]([F:23])([F:22])[F:21])(=[O:18])=[O:16]. (4) The product is: [OH:22][C:8]1[C:9]([C:13]([N:15]2[CH2:20][CH2:19][N:18]([CH3:21])[CH2:17][CH2:16]2)=[O:14])=[CH:10][CH:11]=[CH:12][C:7]=1[NH:6][C:5]1[C:4](=[O:23])[C:3](=[O:24])[C:2]=1[NH:28][C:27]1[CH:29]=[CH:30][C:31]([F:33])=[CH:32][C:26]=1[F:25]. Given the reactants Cl[C:2]1[C:3](=[O:24])[C:4](=[O:23])[C:5]=1[NH:6][C:7]1[CH:12]=[CH:11][CH:10]=[C:9]([C:13]([N:15]2[CH2:20][CH2:19][N:18]([CH3:21])[CH2:17][CH2:16]2)=[O:14])[C:8]=1[OH:22].[F:25][C:26]1[CH:32]=[C:31]([F:33])[CH:30]=[CH:29][C:27]=1[NH2:28], predict the reaction product. (5) Given the reactants [F:1][C:2]([C:7]1[S:11][C:10]([NH2:12])=[N:9][N:8]=1)([F:6])[CH:3]([F:5])[F:4].[O:13]1[C:17]2[CH:18]=[CH:19][CH:20]=[CH:21][C:16]=2[CH:15]=[C:14]1[C:22](=O)[CH2:23][Br:24], predict the reaction product. The product is: [O:13]1[C:17]2[CH:18]=[CH:19][CH:20]=[CH:21][C:16]=2[CH:15]=[C:14]1[C:22]1[N:12]=[C:10]2[N:9]([CH:23]=1)[N:8]=[C:7]([C:2]([F:6])([F:1])[CH:3]([F:4])[F:5])[S:11]2.[BrH:24]. (6) Given the reactants O[C:2]1[C:11]2[C:6](=[CH:7][CH:8]=[CH:9][N:10]=2)[N:5]=[CH:4][CH:3]=1.CS(Cl)(=O)=O.[N:17]1C2C(=CC=CC=2)[CH:20]=[CH:19][CH:18]=1, predict the reaction product. The product is: [NH2:17][C:2]1[C:11]2[C:6](=[CH:7][CH:8]=[CH:9][N:10]=2)[N:5]=[CH:4][CH:3]=1.[CH2:18]([NH2:17])[CH2:19][CH3:20]. (7) Given the reactants N([O-])=O.[Na+].N[C:6]1[CH:13]=[C:12]([CH3:14])[C:9]([CH:10]=[O:11])=[C:8]([CH3:15])[CH:7]=1.[H+].[B-](F)(F)(F)F.[C:22]([O:26][C:27]([CH3:30])([CH3:29])[CH3:28])(=[O:25])[CH:23]=[CH2:24], predict the reaction product. The product is: [C:27]([O:26][C:22](=[O:25])[CH:23]=[CH:24][C:6]1[CH:13]=[C:12]([CH3:14])[C:9]([CH:10]=[O:11])=[C:8]([CH3:15])[CH:7]=1)([CH3:30])([CH3:29])[CH3:28]. (8) The product is: [CH3:1][N:2]([CH3:9])[C:3]1[CH:8]=[CH:7][C:6]([S:10]([OH:13])(=[O:12])=[O:11])=[CH:5][CH:4]=1. Given the reactants [CH3:1][N:2]([CH3:9])[C:3]1[CH:8]=[CH:7][CH:6]=[CH:5][CH:4]=1.[S:10](O[Si](C)(C)C)([O:13][Si](C)(C)C)(=[O:12])=[O:11], predict the reaction product.